From a dataset of Experimentally validated miRNA-target interactions with 360,000+ pairs, plus equal number of negative samples. Binary Classification. Given a miRNA mature sequence and a target amino acid sequence, predict their likelihood of interaction. (1) The miRNA is hsa-miR-6731-3p with sequence UCUAUUCCCCACUCUCCCCAG. The protein sequence of the target gene is MVDILGERHLVTCKGATVEAEAALQNKVVALYFAAARCAPSRDFTPLLCDFYTALVAEARRPAPFEVVFVSADGSSQEMLDFMRELHGAWLALPFHDPYRHELRKRYNVTAIPKLVIVKQNGEVITNKGRKQIRERGLACFQDWVEAADIFQNFSV. Result: 0 (no interaction). (2) Result: 0 (no interaction). The miRNA is hsa-miR-6743-5p with sequence AAGGGGCAGGGACGGGUGGCCC. The protein sequence of the target gene is MSVGFIGAGQLAYALARGFTAAGILSAHKIIASSPEMNLPTVSALRKMGVNLTRSNKETVKHSDVLFLAVKPHIIPFILDEIGADVQARHIVVSCAAGVTISSVEKKLMAFQPAPKVIRCMTNTPVVVQEGATVYATGTHALVEDGQLLEQLMSSVGFCTEVEEDLIDAVTGLSGSGPAYAFMALDALADGGVKMGLPRRLAIQLGAQALLGAAKMLLDSEQHPCQLKDNVCSPGGATIHALHFLESGGFRSLLINAVEASCIRTRELQSMADQEKISPAALKKTLLDRVKLESPTVSTL.... (3) The miRNA is mmu-miR-466a-5p with sequence UAUGUGUGUGUACAUGUACAUA. The protein sequence of the target gene is MRAEGADHSMINLSVQQVLSLWAHGTVLRNLTEMWYWIFLWALFSSLFVHGAAGVLMFVMLQRHRQGRVISIIAVSIGFLASVTGAMITSAAVAGIYRVAGKNMAPLEALVWGVGQTVLTLIISFSRILATL. Result: 1 (interaction). (4) The miRNA is hsa-miR-4707-5p with sequence GCCCCGGCGCGGGCGGGUUCUGG. The protein sequence of the target gene is MAEGPEEARGHPPGQDDGGGDHEPVPSLRGPPTTAVPCPRDDPQAEPQAPGRPTAPGLAAAAAADKLEPPRELRKRGEAASGSGAELQEQAGCEAPEAAAPRERPARLSAREYSRQVHEWLWQSYCGYLTWHSGLAAFPAYCSPQPSPQSFPSGGAAVPQAAAPPPPQLGYYNPFYFLSPGAAGPDPRTAAGISTPAPVAGLGPRAPHVQASVRATPVTRVGSAAPSRSPSETGRQAGREYVIPSLAHRFMAEMVDFFILFFIKATIVLSIMHLSGIKDISKFAMHYIIEEIDEDTSMED.... Result: 0 (no interaction).